Dataset: Forward reaction prediction with 1.9M reactions from USPTO patents (1976-2016). Task: Predict the product of the given reaction. (1) The product is: [CH:25]([NH:28][C:21]([C:17]1[S:16][C:15]([CH2:14][CH2:13][C:12]2[C:8]([C:5]3[CH:4]=[CH:3][C:2]([F:1])=[CH:7][N:6]=3)=[N:9][O:10][C:11]=2[CH3:24])=[N:19][C:18]=1[CH3:20])=[O:23])([CH3:27])[CH3:26]. Given the reactants [F:1][C:2]1[CH:3]=[CH:4][C:5]([C:8]2[C:12]([CH2:13][CH2:14][C:15]3[S:16][C:17]([C:21]([OH:23])=O)=[C:18]([CH3:20])[N:19]=3)=[C:11]([CH3:24])[O:10][N:9]=2)=[N:6][CH:7]=1.[CH:25]([NH2:28])([CH3:27])[CH3:26], predict the reaction product. (2) Given the reactants C(O[C:6]([N:8]1[CH2:12][CH2:11][C@@H:10]([C:13]([OH:15])=O)[CH2:9]1)=[O:7])(C)(C)C.[CH3:16]N(C(ON1N=NC2C=CC=CC1=2)=[N+](C)C)C.F[P-](F)(F)(F)(F)F.CCN(CC)CC.[F:47][CH:48]([F:74])[C:49]1[CH:50]=[C:51]([C:57]2[C:66]3[C:61](=[CH:62][CH:63]=[C:64]([O:68][C@H:69]4[CH2:73][CH2:72][NH:71][CH2:70]4)[C:65]=3[CH3:67])[N:60]=[CH:59][CH:58]=2)[CH:52]=[N:53][C:54]=1[O:55][CH3:56].C(O)(C(F)(F)F)=O.C(Cl)(=O)C, predict the reaction product. The product is: [F:74][CH:48]([F:47])[C:49]1[CH:50]=[C:51]([C:57]2[C:66]3[C:61](=[CH:62][CH:63]=[C:64]([O:68][C@H:69]4[CH2:73][CH2:72][N:71]([C:13]([C@@H:10]5[CH2:11][CH2:12][N:8]([C:6](=[O:7])[CH3:16])[CH2:9]5)=[O:15])[CH2:70]4)[C:65]=3[CH3:67])[N:60]=[CH:59][CH:58]=2)[CH:52]=[N:53][C:54]=1[O:55][CH3:56]. (3) Given the reactants Cl[C:2]1[C:11]2[C:6](=[CH:7][C:8]([O:12][CH3:13])=[CH:9][CH:10]=2)[CH:5]=[C:4]([NH:14][C:15]2[CH:19]=[CH:18][NH:17][N:16]=2)[N:3]=1.[C:20]([C:23]1[CH:28]=[CH:27][C:26](B(O)O)=[CH:25][CH:24]=1)(=[O:22])[CH3:21], predict the reaction product. The product is: [CH3:13][O:12][C:8]1[CH:7]=[C:6]2[C:11](=[CH:10][CH:9]=1)[C:2]([C:26]1[CH:27]=[CH:28][C:23]([C:20](=[O:22])[CH3:21])=[CH:24][CH:25]=1)=[N:3][C:4]([NH:14][C:15]1[CH:19]=[CH:18][NH:17][N:16]=1)=[CH:5]2. (4) Given the reactants [F:1][C:2]1[CH:7]=[C:6]([O:8][CH2:9][CH:10]2[CH2:15][CH2:14][N:13]([CH2:16][C:17]3([C:21]([F:24])([F:23])[F:22])[CH2:20][CH2:19][CH2:18]3)[CH2:12][CH2:11]2)[CH:5]=[CH:4][C:3]=1[C:25]1[CH:30]=[CH:29][C:28]([C:31](O)=[O:32])=[C:27]([F:34])[CH:26]=1.[NH:35]1[CH2:39][CH2:38][CH2:37][C@@H:36]1[CH2:40][OH:41].C1C=CC2N(O)N=NC=2C=1.C(Cl)CCl.CCN(C(C)C)C(C)C, predict the reaction product. The product is: [F:1][C:2]1[CH:7]=[C:6]([O:8][CH2:9][CH:10]2[CH2:15][CH2:14][N:13]([CH2:16][C:17]3([C:21]([F:23])([F:24])[F:22])[CH2:18][CH2:19][CH2:20]3)[CH2:12][CH2:11]2)[CH:5]=[CH:4][C:3]=1[C:25]1[CH:30]=[CH:29][C:28]([C:31]([N:35]2[CH2:39][CH2:38][CH2:37][C@@H:36]2[CH2:40][OH:41])=[O:32])=[C:27]([F:34])[CH:26]=1.